This data is from Forward reaction prediction with 1.9M reactions from USPTO patents (1976-2016). The task is: Predict the product of the given reaction. (1) Given the reactants [CH3:1][O:2][C:3]1[CH:8]=[C:7]([N+:9]([O-])=O)[CH:6]=[CH:5][C:4]=1[C:12]1[CH:13]=[N:14][N:15]([CH3:17])[CH:16]=1.[H][H], predict the reaction product. The product is: [CH3:1][O:2][C:3]1[CH:8]=[C:7]([NH2:9])[CH:6]=[CH:5][C:4]=1[C:12]1[CH:13]=[N:14][N:15]([CH3:17])[CH:16]=1. (2) Given the reactants [F:1][C:2]1[C:7]([O:8]C)=[CH:6][CH:5]=[CH:4][C:3]=1[CH:10]([CH2:15][CH3:16])[CH2:11][C:12]([OH:14])=[O:13].CN1C(=O)CCC1.[OH-].[Na+].C(S)CCCCCCCCCCC, predict the reaction product. The product is: [F:1][C:2]1[C:7]([OH:8])=[CH:6][CH:5]=[CH:4][C:3]=1[CH:10]([CH2:15][CH3:16])[CH2:11][C:12]([OH:14])=[O:13]. (3) The product is: [OH:30][CH:10]([C:11]1[C:19]([O:20][CH3:21])=[CH:18][C:17]([CH3:22])=[C:16]2[C:12]=1[CH:13]=[CH:14][NH:15]2)[C:8]1[NH:7][C:6]2[CH:39]=[CH:40][C:3]([C:1]#[N:2])=[CH:4][C:5]=2[N:9]=1. Given the reactants [C:1]([C:3]1[CH:40]=[CH:39][C:6]2[N:7](COCC[Si](C)(C)C)[C:8]([CH:10]([OH:30])[C:11]3[C:19]([O:20][CH3:21])=[CH:18][C:17]([CH3:22])=[C:16]4[C:12]=3[CH:13]=[CH:14][N:15]4C(OC(C)(C)C)=O)=[N:9][C:5]=2[CH:4]=1)#[N:2].C(C1C=CC2N=C(C(O)C3C(OC)=CC(C)=C4C=3C=CN4C(OC(C)(C)C)=O)N(COCC[Si](C)(C)C)C=2C=1)#N.CCCC[N+](CCCC)(CCCC)CCCC.[F-].[Cl-].[NH4+].C(=O)([O-])[O-].[Cs+].[Cs+], predict the reaction product. (4) Given the reactants [F:1][CH:2]([F:23])[O:3][C:4]1[CH:9]=[CH:8][C:7]([C:10]2[CH:11]=[C:12]3[C:16](=[CH:17][CH:18]=2)[C:15](=[O:19])[O:14][CH2:13]3)=[C:6]([OH:20])[C:5]=1[O:21][CH3:22].C(=O)([O-])[O-].[K+].[K+].[CH2:30](I)[CH3:31], predict the reaction product. The product is: [F:23][CH:2]([F:1])[O:3][C:4]1[CH:9]=[CH:8][C:7]([C:10]2[CH:11]=[C:12]3[C:16](=[CH:17][CH:18]=2)[C:15](=[O:19])[O:14][CH2:13]3)=[C:6]([O:20][CH2:30][CH3:31])[C:5]=1[O:21][CH3:22]. (5) Given the reactants [CH:1]1[C:13]2[CH:12]([CH2:14][O:15][C:16]([NH:18][C@H:19]([C:25]([OH:27])=[O:26])[CH2:20][CH2:21][CH2:22][CH2:23][NH2:24])=[O:17])[C:11]3[C:6](=[CH:7][CH:8]=[CH:9][CH:10]=3)[C:5]=2[CH:4]=[CH:3][CH:2]=1.[C:28]([C:32]1[CH:37]=[CH:36][C:35]([S:38](Cl)(=[O:40])=[O:39])=[CH:34][CH:33]=1)([CH3:31])([CH3:30])[CH3:29], predict the reaction product. The product is: [C:28]([C:32]1[CH:37]=[CH:36][C:35]([S:38]([NH:24][CH2:23][CH2:22][CH2:21][CH2:20][C@@H:19]([C:25]([OH:27])=[O:26])[NH:18][C:16]([O:15][CH2:14][CH:12]2[C:11]3[CH:10]=[CH:9][CH:8]=[CH:7][C:6]=3[C:5]3[C:13]2=[CH:1][CH:2]=[CH:3][CH:4]=3)=[O:17])(=[O:40])=[O:39])=[CH:34][CH:33]=1)([CH3:31])([CH3:29])[CH3:30]. (6) Given the reactants Br[C:2]1[CH:31]=[CH:30][C:5]2[N:6]([C:9]3[CH:10]=[C:11]([NH:23][S:24]([CH:27]4[CH2:29][CH2:28]4)(=[O:26])=[O:25])[CH:12]=[C:13]([C:15]4[CH:20]=[CH:19][C:18]([F:21])=[CH:17][C:16]=4[F:22])[CH:14]=3)[CH:7]=[N:8][C:4]=2[CH:3]=1.C(=O)([O-])[O-].[K+].[K+].[CH2:38]([N:40]1[CH2:45][CH2:44][NH:43][CH2:42][CH2:41]1)[CH3:39].N1CCC[C@H]1C(O)=O, predict the reaction product. The product is: [CH2:38]([N:40]1[CH2:45][CH2:44][N:43]([C:2]2[CH:31]=[CH:30][C:5]3[N:6]([C:9]4[CH:10]=[C:11]([NH:23][S:24]([CH:27]5[CH2:29][CH2:28]5)(=[O:26])=[O:25])[CH:12]=[C:13]([C:15]5[CH:20]=[CH:19][C:18]([F:21])=[CH:17][C:16]=5[F:22])[CH:14]=4)[CH:7]=[N:8][C:4]=3[CH:3]=2)[CH2:42][CH2:41]1)[CH3:39].